From a dataset of NCI-60 drug combinations with 297,098 pairs across 59 cell lines. Regression. Given two drug SMILES strings and cell line genomic features, predict the synergy score measuring deviation from expected non-interaction effect. (1) Drug 1: C1=CC(=CC=C1CCCC(=O)O)N(CCCl)CCCl. Drug 2: CN1C2=C(C=C(C=C2)N(CCCl)CCCl)N=C1CCCC(=O)O.Cl. Cell line: HCT-15. Synergy scores: CSS=0.790, Synergy_ZIP=0.628, Synergy_Bliss=-5.53, Synergy_Loewe=-21.0, Synergy_HSA=-7.14. (2) Drug 1: C1CCC(C1)C(CC#N)N2C=C(C=N2)C3=C4C=CNC4=NC=N3. Drug 2: CCN(CC)CCNC(=O)C1=C(NC(=C1C)C=C2C3=C(C=CC(=C3)F)NC2=O)C. Cell line: SN12C. Synergy scores: CSS=7.74, Synergy_ZIP=-2.13, Synergy_Bliss=0.968, Synergy_Loewe=2.73, Synergy_HSA=2.89. (3) Drug 1: C1=C(C(=O)NC(=O)N1)N(CCCl)CCCl. Drug 2: CC1C(C(CC(O1)OC2CC(OC(C2O)C)OC3=CC4=CC5=C(C(=O)C(C(C5)C(C(=O)C(C(C)O)O)OC)OC6CC(C(C(O6)C)O)OC7CC(C(C(O7)C)O)OC8CC(C(C(O8)C)O)(C)O)C(=C4C(=C3C)O)O)O)O. Synergy scores: CSS=13.9, Synergy_ZIP=-2.22, Synergy_Bliss=1.63, Synergy_Loewe=1.00, Synergy_HSA=1.10. Cell line: PC-3. (4) Drug 1: CCC1=CC2CC(C3=C(CN(C2)C1)C4=CC=CC=C4N3)(C5=C(C=C6C(=C5)C78CCN9C7C(C=CC9)(C(C(C8N6C)(C(=O)OC)O)OC(=O)C)CC)OC)C(=O)OC.C(C(C(=O)O)O)(C(=O)O)O. Drug 2: C1=CC(=CC=C1C#N)C(C2=CC=C(C=C2)C#N)N3C=NC=N3. Cell line: U251. Synergy scores: CSS=18.2, Synergy_ZIP=-0.791, Synergy_Bliss=-1.63, Synergy_Loewe=-33.8, Synergy_HSA=-1.38.